Dataset: Forward reaction prediction with 1.9M reactions from USPTO patents (1976-2016). Task: Predict the product of the given reaction. (1) Given the reactants [CH3:1][C:2]([CH3:22])([CH3:21])[C@H:3]([OH:20])[CH2:4][C:5]1[O:6][C:7]([C:10]2[CH:15]=[CH:14][C:13]([C:16]([F:19])([F:18])[F:17])=[CH:12][CH:11]=2)=[N:8][N:9]=1.[N:23]([C@@H:26]([CH2:31][CH2:32][CH2:33][CH3:34])[C:27]([O:29][CH3:30])=[O:28])=[C:24]=[O:25], predict the reaction product. The product is: [CH3:1][C:2]([CH3:22])([CH3:21])[C@H:3]([O:20][C:24]([NH:23][C@@H:26]([CH2:31][CH2:32][CH2:33][CH3:34])[C:27]([O:29][CH3:30])=[O:28])=[O:25])[CH2:4][C:5]1[O:6][C:7]([C:10]2[CH:15]=[CH:14][C:13]([C:16]([F:19])([F:18])[F:17])=[CH:12][CH:11]=2)=[N:8][N:9]=1. (2) Given the reactants [NH2:1][C:2]1[C:54]([C:55]([F:58])([F:57])[F:56])=[CH:53][C:5]([CH2:6][C@@H:7]([CH2:32][C:33](=[O:52])[N:34]2[CH2:39][CH2:38][CH:37]([N:40]3[CH2:46][CH2:45][C:44]4[CH:47]=[CH:48][CH:49]=[CH:50][C:43]=4[NH:42][C:41]3=[O:51])[CH2:36][CH2:35]2)[C:8]([N:10]2[CH2:15][CH2:14][CH:13]([N:16]3[CH2:21][CH2:20][N:19](C(OCC4C=CC=CC=4)=O)[CH2:18][CH2:17]3)[CH2:12][CH2:11]2)=[O:9])=[CH:4][C:3]=1[Cl:59], predict the reaction product. The product is: [NH2:1][C:2]1[C:54]([C:55]([F:57])([F:56])[F:58])=[CH:53][C:5]([CH2:6][C@@H:7]([CH2:32][C:33]([N:34]2[CH2:35][CH2:36][CH:37]([N:40]3[CH2:46][CH2:45][C:44]4[CH:47]=[CH:48][CH:49]=[CH:50][C:43]=4[NH:42][C:41]3=[O:51])[CH2:38][CH2:39]2)=[O:52])[C:8]([N:10]2[CH2:15][CH2:14][CH:13]([N:16]3[CH2:17][CH2:18][NH:19][CH2:20][CH2:21]3)[CH2:12][CH2:11]2)=[O:9])=[CH:4][C:3]=1[Cl:59]. (3) Given the reactants F[C:2](F)(F)C(O)=O.[Cl:8][C:9]1[CH:14]=[CH:13][CH:12]=[CH:11][C:10]=1[C@H:15]([O:17][C:18]1[CH:22]=[C:21]([N:23]2[C:27]3[CH:28]=[C:29]([C:32]([F:40])([F:39])[CH:33]4[CH2:38][CH2:37][NH:36][CH2:35][CH2:34]4)[CH:30]=[CH:31][C:26]=3[N:25]=[CH:24]2)[S:20][C:19]=1[C:41]([NH2:43])=[O:42])[CH3:16].C=O.C(O)(=O)C.C([BH3-])#N.[Na+], predict the reaction product. The product is: [Cl:8][C:9]1[CH:14]=[CH:13][CH:12]=[CH:11][C:10]=1[C@H:15]([O:17][C:18]1[CH:22]=[C:21]([N:23]2[C:27]3[CH:28]=[C:29]([C:32]([F:40])([F:39])[CH:33]4[CH2:34][CH2:35][N:36]([CH3:2])[CH2:37][CH2:38]4)[CH:30]=[CH:31][C:26]=3[N:25]=[CH:24]2)[S:20][C:19]=1[C:41]([NH2:43])=[O:42])[CH3:16]. (4) Given the reactants [C:1]([NH:8][C@H:9]([C:13]([OH:15])=[O:14])[C@H:10]([CH3:12])[OH:11])([O:3][C:4]([CH3:7])([CH3:6])[CH3:5])=[O:2].[CH3:16]I.O, predict the reaction product. The product is: [CH3:16][O:14][C:13](=[O:15])[C@H:9]([C@H:10]([CH3:12])[OH:11])[NH:8][C:1]([O:3][C:4]([CH3:6])([CH3:5])[CH3:7])=[O:2]. (5) Given the reactants [I:1]N1C(=O)CCC1=O.[NH2:9][C:10]1[N:15]=[C:14]([C:16]2[N:20]([CH2:21][O:22][CH2:23][CH2:24][Si:25]([CH3:28])([CH3:27])[CH3:26])[C:19]([C:29]3[CH:34]=[C:33]([Cl:35])[CH:32]=[CH:31][C:30]=3[CH3:36])=[C:18]([C:37]([O:39][CH2:40][CH3:41])=[O:38])[CH:17]=2)[CH:13]=[CH:12][N:11]=1, predict the reaction product. The product is: [NH2:9][C:10]1[N:15]=[C:14]([C:16]2[N:20]([CH2:21][O:22][CH2:23][CH2:24][Si:25]([CH3:28])([CH3:27])[CH3:26])[C:19]([C:29]3[CH:34]=[C:33]([Cl:35])[CH:32]=[CH:31][C:30]=3[CH3:36])=[C:18]([C:37]([O:39][CH2:40][CH3:41])=[O:38])[CH:17]=2)[C:13]([I:1])=[CH:12][N:11]=1. (6) The product is: [CH2:3]([N:2]([CH3:1])[C:12](=[O:13])[CH2:11][Cl:10])[C:4]1[CH:9]=[CH:8][CH:7]=[CH:6][CH:5]=1. Given the reactants [CH3:1][NH:2][CH2:3][C:4]1[CH:9]=[CH:8][CH:7]=[CH:6][CH:5]=1.[Cl:10][CH2:11][C:12](Cl)=[O:13], predict the reaction product. (7) Given the reactants [OH:1][C:2]1[CH:9]=[CH:8][C:5]([CH:6]=[O:7])=[C:4]([CH3:10])[CH:3]=1.Br[CH2:12][CH2:13][CH2:14][CH3:15], predict the reaction product. The product is: [CH3:10][C:4]1[CH:3]=[C:2]([O:1][CH2:12][CH2:13][CH2:14][CH3:15])[CH:9]=[CH:8][C:5]=1[CH:6]=[O:7].